From a dataset of Peptide-MHC class I binding affinity with 185,985 pairs from IEDB/IMGT. Regression. Given a peptide amino acid sequence and an MHC pseudo amino acid sequence, predict their binding affinity value. This is MHC class I binding data. The peptide sequence is HLESLFTAV. The MHC is HLA-A02:01 with pseudo-sequence HLA-A02:01. The binding affinity (normalized) is 0.133.